Dataset: Forward reaction prediction with 1.9M reactions from USPTO patents (1976-2016). Task: Predict the product of the given reaction. Given the reactants [CH3:1][O:2][CH2:3][O:4][CH2:5][CH2:6][C@H:7]([OH:10])[CH2:8][OH:9].[H-].[Na+].CS(O[CH2:18][CH2:19][CH2:20][CH2:21][CH2:22][CH2:23][CH2:24][CH2:25]/[CH:26]=[CH:27]\[CH2:28]/[CH:29]=[CH:30]\[CH2:31][CH2:32][CH2:33][CH2:34][CH3:35])(=O)=O, predict the reaction product. The product is: [CH3:1][O:2][CH2:3][O:4][CH2:5][CH2:6][C@H:7]([O:10][CH2:18][CH2:19][CH2:20][CH2:21][CH2:22][CH2:23][CH2:24][CH2:25]/[CH:26]=[CH:27]\[CH2:28]/[CH:29]=[CH:30]\[CH2:31][CH2:32][CH2:33][CH2:34][CH3:35])[CH2:8][O:9][CH2:18][CH2:19][CH2:20][CH2:21][CH2:22][CH2:23][CH2:24][CH2:25]/[CH:26]=[CH:27]\[CH2:28]/[CH:29]=[CH:30]\[CH2:31][CH2:32][CH2:33][CH2:34][CH3:35].